This data is from Reaction yield outcomes from USPTO patents with 853,638 reactions. The task is: Predict the reaction yield, written as a fraction of the theoretical maximum amount of product (1.0 means a 100% yield; for example, 0.34 means a 34% yield). (1) The reactants are CC(C)([O-])C.[K+].C(O)(C)(C)C.[Cl:12][C:13]1[N:22]=[CH:21][C:20]2[NH:19][CH2:18][C@H:17]3[CH2:23][O:24][CH2:25][CH2:26][N:16]3[C:15]=2[N:14]=1.Br[CH2:28][C:29]([O:31][C:32]([CH3:35])([CH3:34])[CH3:33])=[O:30]. The catalyst is CN(C=O)C.O. The product is [Cl:12][C:13]1[N:22]=[CH:21][C:20]2[N:19]([CH2:28][C:29]([O:31][C:32]([CH3:35])([CH3:34])[CH3:33])=[O:30])[CH2:18][C@H:17]3[CH2:23][O:24][CH2:25][CH2:26][N:16]3[C:15]=2[N:14]=1. The yield is 0.552. (2) The reactants are [CH3:1][C:2]1([CH3:12])[O:6][C:5](=[CH:7][C:8](Cl)=[O:9])[C:4](=[O:11])[O:3]1.[F:13][C:14]1[CH:19]=[CH:18][C:17]([CH2:20][CH2:21][CH2:22][NH:23][O:24][CH3:25])=[CH:16][CH:15]=1. No catalyst specified. The product is [CH3:1][C:2]1([CH3:12])[O:6][C:5](=[CH:7][C:8]([N:23]([CH2:22][CH2:21][CH2:20][C:17]2[CH:16]=[CH:15][C:14]([F:13])=[CH:19][CH:18]=2)[O:24][CH3:25])=[O:9])[C:4](=[O:11])[O:3]1. The yield is 0.970. (3) The reactants are C([O:5][C:6](=[O:42])[CH2:7][N:8]([CH:21]1[CH2:29][CH2:28][C:27]2[C:23](=[CH:24][N:25]([C:30]3[C:39]4[C:34](=[CH:35][CH:36]=[C:37]([O:40][CH3:41])[N:38]=4)[N:33]=[CH:32][CH:31]=3)[N:26]=2)[CH2:22]1)[CH2:9][C:10]1[CH:11]=[CH:12][C:13]2[S:18][CH2:17][C:16](=[O:19])[NH:15][C:14]=2[CH:20]=1)(C)(C)C. The catalyst is Cl.CCOCC. The product is [CH3:41][O:40][C:37]1[N:38]=[C:39]2[C:34](=[CH:35][CH:36]=1)[N:33]=[CH:32][CH:31]=[C:30]2[N:25]1[CH:24]=[C:23]2[C:27]([CH2:28][CH2:29][CH:21]([N:8]([CH2:7][C:6]([OH:42])=[O:5])[CH2:9][C:10]3[CH:11]=[CH:12][C:13]4[S:18][CH2:17][C:16](=[O:19])[NH:15][C:14]=4[CH:20]=3)[CH2:22]2)=[N:26]1. The yield is 1.00. (4) The reactants are C(O[C:6](=O)[NH:7][CH:8]([C:12]1[NH:13][CH:14]=[C:15]([C:17]2[CH:22]=[CH:21][CH:20]=[CH:19][CH:18]=2)[N:16]=1)[CH:9]([CH3:11])[CH3:10])(C)(C)C.[H-].[H-].[H-].[H-].[Li+].[Al+3]. The catalyst is C1COCC1. The product is [CH3:6][NH:7][CH:8]([C:12]1[NH:13][CH:14]=[C:15]([C:17]2[CH:22]=[CH:21][CH:20]=[CH:19][CH:18]=2)[N:16]=1)[CH:9]([CH3:11])[CH3:10]. The yield is 0.840.